From a dataset of Full USPTO retrosynthesis dataset with 1.9M reactions from patents (1976-2016). Predict the reactants needed to synthesize the given product. (1) Given the product [C:1]([O:5][C:6]([N:8]1[CH2:14][CH2:13][CH2:12][N:11]([C:15]2[N:19]([CH2:20][CH2:21][N:46]3[CH:50]=[N:49][N:48]=[N:47]3)[C:18]3[CH:23]=[CH:24][CH:25]=[CH:26][C:17]=3[N:16]=2)[CH2:10][CH2:9]1)=[O:7])([CH3:4])([CH3:2])[CH3:3], predict the reactants needed to synthesize it. The reactants are: [C:1]([O:5][C:6]([N:8]1[CH2:14][CH2:13][CH2:12][N:11]([C:15]2[N:19]([CH2:20][CH2:21]O)[C:18]3[CH:23]=[CH:24][CH:25]=[CH:26][C:17]=3[N:16]=2)[CH2:10][CH2:9]1)=[O:7])([CH3:4])([CH3:3])[CH3:2].C1(P(C2C=CC=CC=2)C2C=CC=CC=2)C=CC=CC=1.[NH:46]1[CH:50]=[N:49][N:48]=[N:47]1.CCOC(/N=N/C(OCC)=O)=O. (2) Given the product [C:26]([C:25]1[CH:28]=[CH:29][C:30]([C:2]2[CH:3]=[N:4][N:5]([C:9]3[CH:22]=[CH:21][C:12]([C:13]([NH:15][CH2:16][CH2:17][CH2:18][O:19][CH3:20])=[O:14])=[CH:11][N:10]=3)[C:6]=2[O:7][CH3:8])=[CH:31][C:24]=1[CH3:23])#[N:27], predict the reactants needed to synthesize it. The reactants are: Br[C:2]1[CH:3]=[N:4][N:5]([C:9]2[CH:22]=[CH:21][C:12]([C:13]([NH:15][CH2:16][CH2:17][CH2:18][O:19][CH3:20])=[O:14])=[CH:11][N:10]=2)[C:6]=1[O:7][CH3:8].[CH3:23][C:24]1[CH:31]=[C:30](B2OC(C)(C)C(C)(C)O2)[CH:29]=[CH:28][C:25]=1[C:26]#[N:27].C(=O)(O)[O-].[Na+]. (3) Given the product [F:26][CH:2]([F:1])[C:3]1[CH:12]=[CH:11][C:10]2[C:5](=[CH:6][CH:7]=[CH:8][C:9]=2[N:13]2[CH2:14][CH2:15][NH:16][CH2:17][CH2:18]2)[N:4]=1, predict the reactants needed to synthesize it. The reactants are: [F:1][CH:2]([F:26])[C:3]1[CH:12]=[CH:11][C:10]2[C:5](=[CH:6][CH:7]=[CH:8][C:9]=2[N:13]2[CH2:18][CH2:17][N:16](C(OC(C)(C)C)=O)[CH2:15][CH2:14]2)[N:4]=1. (4) Given the product [F:1][C:2]1[CH:7]=[CH:6][CH:5]=[CH:4][C:3]=1[N:8]1[C:12]([O:13][CH3:14])=[CH:11][C:10]([C:15]([Cl:26])=[O:17])=[N:9]1, predict the reactants needed to synthesize it. The reactants are: [F:1][C:2]1[CH:7]=[CH:6][CH:5]=[CH:4][C:3]=1[N:8]1[C:12]([O:13][CH3:14])=[CH:11][C:10]([C:15]([OH:17])=O)=[N:9]1.CN(C=O)C.C(Cl)(=O)C([Cl:26])=O. (5) The reactants are: CNC(C)CCN.[C:8]([N:15]1[CH:19]=[CH:18]N=C1)([N:10]1[CH:14]=[CH:13]N=[CH:11]1)=[O:9]. Given the product [CH3:11][N:10]1[CH:14]([CH3:13])[CH2:18][CH2:19][NH:15][C:8]1=[O:9], predict the reactants needed to synthesize it. (6) Given the product [Br:20][C:18]1[CH:17]=[C:4]([CH2:5][C:6]2[N:7]=[CH:8][NH:9][CH:10]=2)[C:3]([CH3:21])=[C:2]([NH:1][S:24]([CH2:22][CH3:23])(=[O:26])=[O:25])[CH:19]=1, predict the reactants needed to synthesize it. The reactants are: [NH2:1][C:2]1[C:3]([CH3:21])=[C:4]([CH:17]=[C:18]([Br:20])[CH:19]=1)[CH2:5][C:6]1[N:7]=[CH:8][N:9](S(N(C)C)(=O)=O)[CH:10]=1.[CH2:22]([S:24](Cl)(=[O:26])=[O:25])[CH3:23].